From a dataset of Forward reaction prediction with 1.9M reactions from USPTO patents (1976-2016). Predict the product of the given reaction. (1) Given the reactants [CH3:1][N:2]([CH3:19])[CH2:3][CH2:4][N:5]1[C:9]([C:10]2[CH:15]=[CH:14][CH:13]=[C:12]([N+:16]([O-])=O)[CH:11]=2)=[CH:8][N:7]=[CH:6]1.[H][H], predict the reaction product. The product is: [CH3:1][N:2]([CH3:19])[CH2:3][CH2:4][N:5]1[C:9]([C:10]2[CH:11]=[C:12]([NH2:16])[CH:13]=[CH:14][CH:15]=2)=[CH:8][N:7]=[CH:6]1. (2) Given the reactants [CH3:1][O:2][C:3](=[O:7])[C:4](=[O:6])[CH3:5].[CH2:8](Br)[CH:9]=C.[In].[CH3:13]O.Cl, predict the reaction product. The product is: [CH3:1][O:2][C:3](=[O:7])[C:4]([OH:6])([CH3:13])[CH2:5][CH:8]=[CH2:9]. (3) Given the reactants [C:1]([O:5][C:6](=[O:23])[NH:7][CH:8]([C:15]1[CH:20]=[CH:19][C:18]([Cl:21])=[C:17]([Cl:22])[CH:16]=1)[C:9](=[O:14])N(OC)C)([CH3:4])([CH3:3])[CH3:2].Br[C:25]1[C:26]([CH3:38])=[N:27][C:28]([O:31][CH:32]2[CH2:37][CH2:36][O:35][CH2:34][CH2:33]2)=[CH:29][CH:30]=1, predict the reaction product. The product is: [C:1]([O:5][C:6](=[O:23])[NH:7][CH:8]([C:15]1[CH:20]=[CH:19][C:18]([Cl:21])=[C:17]([Cl:22])[CH:16]=1)[C:9]([C:25]1[C:26]([CH3:38])=[N:27][C:28]([O:31][CH:32]2[CH2:37][CH2:36][O:35][CH2:34][CH2:33]2)=[CH:29][CH:30]=1)=[O:14])([CH3:2])([CH3:3])[CH3:4].